From a dataset of Full USPTO retrosynthesis dataset with 1.9M reactions from patents (1976-2016). Predict the reactants needed to synthesize the given product. (1) Given the product [CH3:1][O:2][C:3]1[CH:23]=[CH:22][C:6]2[CH2:7][CH2:8][C:9]3[C:10]([CH3:21])=[N:11][N:12]([C:14]4[CH:19]=[CH:18][C:17]([O:20][CH2:25][CH2:26][CH2:27][N:28]5[CH2:32][CH2:31][CH2:30][CH2:29]5)=[CH:16][CH:15]=4)[C:13]=3[C:5]=2[CH:4]=1, predict the reactants needed to synthesize it. The reactants are: [CH3:1][O:2][C:3]1[CH:23]=[CH:22][C:6]2[CH2:7][CH2:8][C:9]3[C:10]([CH3:21])=[N:11][N:12]([C:14]4[CH:19]=[CH:18][C:17]([OH:20])=[CH:16][CH:15]=4)[C:13]=3[C:5]=2[CH:4]=1.Cl[CH2:25][CH2:26][CH2:27][N:28]1[CH2:32][CH2:31][CH2:30][CH2:29]1.[H-].[Na+].[I-].[Na+]. (2) Given the product [F:12][C:11]([F:14])([F:13])[CH:10]([NH:9][CH2:8][C:6]1[CH:5]=[CH:4][N:3]=[C:2]([C:20]2[CH:21]=[CH:22][C:17]([F:16])=[CH:18][CH:19]=2)[CH:7]=1)[CH3:15], predict the reactants needed to synthesize it. The reactants are: Br[C:2]1[CH:7]=[C:6]([CH2:8][NH:9][CH:10]([CH3:15])[C:11]([F:14])([F:13])[F:12])[CH:5]=[CH:4][N:3]=1.[F:16][C:17]1[CH:22]=[CH:21][C:20](B(O)O)=[CH:19][CH:18]=1.C(=O)([O-])[O-].[Cs+].[Cs+].C1(C)C=CC=CC=1. (3) Given the product [CH3:44][N:45]([CH2:46][CH2:47][CH2:48][N:49]1[CH2:50][CH2:51][O:52][CH2:53][CH2:54]1)[C:38](=[O:39])[C:37]1[CH:41]=[CH:42][CH:43]=[C:35]([C:33]([NH:32][C:21]2[CH:22]=[CH:23][C:24]([N:26]3[CH2:31][CH2:30][CH2:29][CH2:28][CH2:27]3)=[CH:25][C:20]=2[C:16]2[CH:15]=[C:14]([C:12](=[O:13])[NH:11][C@@H:1]3[C:10]4[C:5](=[CH:6][CH:7]=[CH:8][CH:9]=4)[CH2:4][CH2:3][CH2:2]3)[CH:19]=[CH:18][N:17]=2)=[O:34])[CH:36]=1, predict the reactants needed to synthesize it. The reactants are: [C@@H:1]1([NH:11][C:12]([C:14]2[CH:19]=[CH:18][N:17]=[C:16]([C:20]3[CH:25]=[C:24]([N:26]4[CH2:31][CH2:30][CH2:29][CH2:28][CH2:27]4)[CH:23]=[CH:22][C:21]=3[NH:32][C:33]([C:35]3[CH:36]=[C:37]([CH:41]=[CH:42][CH:43]=3)[C:38](O)=[O:39])=[O:34])[CH:15]=2)=[O:13])[C:10]2[C:5](=[CH:6][CH:7]=[CH:8][CH:9]=2)[CH2:4][CH2:3][CH2:2]1.[CH3:44][NH:45][CH2:46][CH2:47][CH2:48][N:49]1[CH2:54][CH2:53][O:52][CH2:51][CH2:50]1.CCN=C=NCCCN(C)C.Cl. (4) Given the product [C:14]([C:2]1[CH:7]=[CH:6][C:5]([CH2:8][C:9]([O:11][CH2:12][CH3:13])=[O:10])=[CH:4][CH:3]=1)#[N:15], predict the reactants needed to synthesize it. The reactants are: Br[C:2]1[CH:7]=[CH:6][C:5]([CH2:8][C:9]([O:11][CH2:12][CH3:13])=[O:10])=[CH:4][CH:3]=1.[C:14]([Cu])#[N:15]. (5) Given the product [CH2:24]([O:23][C:21](=[O:22])[CH:20]([O:19][CH3:18])[CH:13]([C:12]1[CH:15]=[CH:16][C:9]([O:8][CH2:1][C:2]2[CH:3]=[CH:4][CH:5]=[CH:6][CH:7]=2)=[CH:10][C:11]=1[Cl:17])[OH:14])[CH3:25], predict the reactants needed to synthesize it. The reactants are: [CH2:1]([O:8][C:9]1[CH:16]=[CH:15][C:12]([CH:13]=[O:14])=[C:11]([Cl:17])[CH:10]=1)[C:2]1[CH:7]=[CH:6][CH:5]=[CH:4][CH:3]=1.[CH3:18][O:19][CH2:20][C:21]([O:23][CH3:24])=[O:22].[CH3:25][Si]([N-][Si](C)(C)C)(C)C.[Na+].